From a dataset of Forward reaction prediction with 1.9M reactions from USPTO patents (1976-2016). Predict the product of the given reaction. (1) Given the reactants [Cl:1][C:2]1[N:7]=[C:6]([CH2:8][C:9]([C:11]2[CH:12]=[C:13]([NH:18][C:19](=[O:28])[C:20]3[C:25]([F:26])=[CH:24][CH:23]=[CH:22][C:21]=3[F:27])[CH:14]=[CH:15][C:16]=2[F:17])=O)[CH:5]=[CH:4][N:3]=1.C1C(=O)N(Br)C(=O)C1.[NH2:37][C:38]([NH2:40])=[S:39], predict the reaction product. The product is: [NH2:40][C:38]1[S:39][C:8]([C:6]2[CH:5]=[CH:4][N:3]=[C:2]([Cl:1])[N:7]=2)=[C:9]([C:11]2[CH:12]=[C:13]([NH:18][C:19](=[O:28])[C:20]3[C:25]([F:26])=[CH:24][CH:23]=[CH:22][C:21]=3[F:27])[CH:14]=[CH:15][C:16]=2[F:17])[N:37]=1. (2) Given the reactants [CH2:1]([C@@H:8]([CH2:12][CH2:13][C@H:14]([CH2:18][C:19]1[CH:24]=[CH:23][CH:22]=[CH:21][CH:20]=1)[C:15](O)=[O:16])[C:9]([OH:11])=[O:10])[C:2]1[CH:7]=[CH:6][CH:5]=[CH:4][CH:3]=1.[NH2:25][C@H:26]1[CH2:32][CH2:31][S:30][C@H:29]2[CH2:33][CH2:34][CH2:35][C@@H:36]([C:37]([O:39][CH3:40])=[O:38])[N:28]2[C:27]1=[O:41], predict the reaction product. The product is: [CH2:1]([C@@H:8]([CH2:12][CH2:13][C@H:14]([CH2:18][C:19]1[CH:20]=[CH:21][CH:22]=[CH:23][CH:24]=1)[C:15]([NH:25][C@H:26]1[CH2:32][CH2:31][S:30][C@H:29]2[CH2:33][CH2:34][CH2:35][C@@H:36]([C:37]([O:39][CH3:40])=[O:38])[N:28]2[C:27]1=[O:41])=[O:16])[C:9]([OH:11])=[O:10])[C:2]1[CH:3]=[CH:4][CH:5]=[CH:6][CH:7]=1. (3) Given the reactants [C:1]([O:9][CH2:10][CH:11](CO)[OH:12])(=[O:8])[C:2]1[CH:7]=[CH:6][CH:5]=[CH:4][CH:3]=1.[O-]S([O-])(=O)=O.[Mg+2], predict the reaction product. The product is: [C:1]([O:9][CH2:10][CH:11]=[O:12])(=[O:8])[C:2]1[CH:7]=[CH:6][CH:5]=[CH:4][CH:3]=1. (4) Given the reactants [Si]([O:8][CH2:9][C:10]([NH:13][C:14]([C:16]1[C:20]2=[N:21][C:22]([C:25]3[C:33]4[C:28](=[CH:29][C:30]([CH3:34])=[CH:31][CH:32]=4)[N:27]([CH2:35][CH2:36][N:37]4[CH2:42][CH2:41][O:40][CH2:39][CH2:38]4)[N:26]=3)=[CH:23][N:24]=[C:19]2[N:18](C(C2C=CC=CC=2)(C2C=CC=CC=2)C2C=CC=CC=2)[CH:17]=1)=[O:15])([CH3:12])[CH3:11])(C(C)(C)C)(C)C.[ClH:62], predict the reaction product. The product is: [ClH:62].[OH:8][CH2:9][C:10]([NH:13][C:14]([C:16]1[C:20]2=[N:21][C:22]([C:25]3[C:33]4[C:28](=[CH:29][C:30]([CH3:34])=[CH:31][CH:32]=4)[N:27]([CH2:35][CH2:36][N:37]4[CH2:38][CH2:39][O:40][CH2:41][CH2:42]4)[N:26]=3)=[CH:23][N:24]=[C:19]2[NH:18][CH:17]=1)=[O:15])([CH3:12])[CH3:11]. (5) Given the reactants CO[C:3](=[O:12])[C:4]1[CH:9]=[C:8](Br)[C:7](Cl)=[N:6][CH:5]=1.[NH:13]1[CH2:17][CH2:16][CH2:15][CH2:14]1.[F:18][C:19]1[CH:24]=[CH:23][CH:22]=[CH:21][C:20]=1B(O)O.[NH2:28][C@@H:29]([CH2:34][OH:35])[CH2:30][CH:31]([CH3:33])[CH3:32], predict the reaction product. The product is: [F:18][C:19]1[CH:24]=[CH:23][CH:22]=[CH:21][C:20]=1[C:8]1[C:7]([N:13]2[CH2:17][CH2:16][CH2:15][CH2:14]2)=[N:6][CH:5]=[C:4]([CH:9]=1)[C:3]([NH:28][C@@H:29]([CH2:34][OH:35])[CH2:30][CH:31]([CH3:33])[CH3:32])=[O:12]. (6) Given the reactants [C:1]([O:9][CH2:10][CH3:11])(=[O:8])[CH2:2][C:3]([O:5][CH2:6][CH3:7])=[O:4].[CH2:12]([C:15]1[C:16](=[O:21])[CH2:17][CH2:18][CH2:19][CH:20]=1)[CH2:13][CH3:14].Cl, predict the reaction product. The product is: [CH2:10]([O:9][C:1](=[O:8])[CH:2]([CH:18]1[CH2:19][CH2:20][CH:15]([CH2:12][CH2:13][CH3:14])[C:16](=[O:21])[CH2:17]1)[C:3]([O:5][CH2:6][CH3:7])=[O:4])[CH3:11].